Dataset: Catalyst prediction with 721,799 reactions and 888 catalyst types from USPTO. Task: Predict which catalyst facilitates the given reaction. (1) Reactant: [C:1]([NH2:4])(=[O:3])[CH3:2].[CH2:5]([O:7][C:8](=[O:14])[CH2:9][C:10]([CH2:12]Cl)=O)[CH3:6].C(=O)([O-])O.[Na+].Cl. Product: [CH3:2][C:1]1[O:3][C:9]([C:8]([O:7][CH2:5][CH3:6])=[O:14])=[C:10]([CH3:12])[N:4]=1. The catalyst class is: 15. (2) Reactant: [OH-].[Na+].[Cl:3][C:4]1[CH:5]=[C:6]([C:11]([CH:13]2[CH:15]([CH3:16])[CH:14]2[C:17]([O:19]C)=[O:18])=[O:12])[CH:7]=[CH:8][C:9]=1[Cl:10]. Product: [Cl:3][C:4]1[CH:5]=[C:6]([C:11]([CH:13]2[CH:15]([CH3:16])[CH:14]2[C:17]([OH:19])=[O:18])=[O:12])[CH:7]=[CH:8][C:9]=1[Cl:10]. The catalyst class is: 1. (3) Reactant: [N:1]1([C:7]2[O:8][C:9]([C:12]([O:14]CC)=[O:13])=[CH:10][N:11]=2)[CH2:6][CH2:5][CH2:4][CH2:3][CH2:2]1.[OH-].[Li+].CO.Cl. Product: [N:1]1([C:7]2[O:8][C:9]([C:12]([OH:14])=[O:13])=[CH:10][N:11]=2)[CH2:6][CH2:5][CH2:4][CH2:3][CH2:2]1. The catalyst class is: 6. (4) Reactant: [NH2:1][CH:2]1[CH2:11][C:10]2[C:9]([C:12]([NH2:14])=[O:13])=[CH:8][CH:7]=[C:6]([F:15])[C:5]=2[O:4][CH2:3]1.C(N(CC)C(C)C)(C)C.Br[CH2:26][CH2:27][C:28]1[C:32]2[CH:33]=[CH:34][CH:35]=[C:36]([O:37][CH3:38])[C:31]=2[O:30][CH:29]=1.[OH-].[Na+]. Product: [F:15][C:6]1[C:5]2[O:4][CH2:3][CH:2]([NH:1][CH2:26][CH2:27][C:28]3[C:32]4[CH:33]=[CH:34][CH:35]=[C:36]([O:37][CH3:38])[C:31]=4[O:30][CH:29]=3)[CH2:11][C:10]=2[C:9]([C:12]([NH2:14])=[O:13])=[CH:8][CH:7]=1. The catalyst class is: 16.